Predict the reactants needed to synthesize the given product. From a dataset of Full USPTO retrosynthesis dataset with 1.9M reactions from patents (1976-2016). (1) The reactants are: [OH:1][C:2]1[CH:15]=[CH:14][C:5]2[C@H:6]([CH2:9][C:10]([O:12][CH3:13])=[O:11])[CH2:7][O:8][C:4]=2[CH:3]=1.[F:16][C:17]([F:30])([F:29])[S:18](O[S:18]([C:17]([F:30])([F:29])[F:16])(=[O:20])=[O:19])(=[O:20])=[O:19]. Given the product [F:16][C:17]([F:30])([F:29])[S:18]([O:1][C:2]1[CH:15]=[CH:14][C:5]2[C@H:6]([CH2:9][C:10]([O:12][CH3:13])=[O:11])[CH2:7][O:8][C:4]=2[CH:3]=1)(=[O:20])=[O:19], predict the reactants needed to synthesize it. (2) Given the product [CH:1]([O:4][C:5](=[O:23])[N:6]([C@H:8]1[CH2:12][CH2:11][N:10]([C:13]2[CH:14]=[CH:15][C:16]3[N:17]([C:19]([C:31]4[C:26]([O:25][CH3:24])=[N:27][CH:28]=[C:29]([CH3:35])[CH:30]=4)=[CH:20][N:21]=3)[N:18]=2)[CH2:9]1)[CH3:7])([CH3:3])[CH3:2], predict the reactants needed to synthesize it. The reactants are: [CH:1]([O:4][C:5](=[O:23])[N:6]([C@H:8]1[CH2:12][CH2:11][N:10]([C:13]2[CH:14]=[CH:15][C:16]3[N:17]([C:19](Br)=[CH:20][N:21]=3)[N:18]=2)[CH2:9]1)[CH3:7])([CH3:3])[CH3:2].[CH3:24][O:25][C:26]1[C:31](B(O)O)=[CH:30][C:29]([CH3:35])=[CH:28][N:27]=1.C(=O)([O-])[O-].[K+].[K+].O.